The task is: Regression. Given two drug SMILES strings and cell line genomic features, predict the synergy score measuring deviation from expected non-interaction effect.. This data is from NCI-60 drug combinations with 297,098 pairs across 59 cell lines. (1) Drug 1: C1C(C(OC1N2C=NC(=NC2=O)N)CO)O. Drug 2: CC1C(C(CC(O1)OC2CC(CC3=C2C(=C4C(=C3O)C(=O)C5=C(C4=O)C(=CC=C5)OC)O)(C(=O)CO)O)N)O.Cl. Cell line: HS 578T. Synergy scores: CSS=37.4, Synergy_ZIP=-2.16, Synergy_Bliss=-3.38, Synergy_Loewe=-2.49, Synergy_HSA=-0.871. (2) Drug 1: CNC(=O)C1=NC=CC(=C1)OC2=CC=C(C=C2)NC(=O)NC3=CC(=C(C=C3)Cl)C(F)(F)F. Drug 2: C1CNP(=O)(OC1)N(CCCl)CCCl. Cell line: SNB-75. Synergy scores: CSS=2.76, Synergy_ZIP=-0.429, Synergy_Bliss=0.287, Synergy_Loewe=-3.04, Synergy_HSA=-1.24. (3) Drug 1: C1=CC=C(C(=C1)C(C2=CC=C(C=C2)Cl)C(Cl)Cl)Cl. Drug 2: CN1C2=C(C=C(C=C2)N(CCCl)CCCl)N=C1CCCC(=O)O.Cl. Cell line: SW-620. Synergy scores: CSS=1.42, Synergy_ZIP=5.97, Synergy_Bliss=12.3, Synergy_Loewe=2.57, Synergy_HSA=3.59. (4) Drug 1: CCN(CC)CCNC(=O)C1=C(NC(=C1C)C=C2C3=C(C=CC(=C3)F)NC2=O)C. Drug 2: COCCOC1=C(C=C2C(=C1)C(=NC=N2)NC3=CC=CC(=C3)C#C)OCCOC. Cell line: OVCAR3. Synergy scores: CSS=54.6, Synergy_ZIP=8.80, Synergy_Bliss=10.4, Synergy_Loewe=-0.953, Synergy_HSA=12.8. (5) Drug 1: COC1=C(C=C2C(=C1)N=CN=C2NC3=CC(=C(C=C3)F)Cl)OCCCN4CCOCC4. Drug 2: C1=CC(=CC=C1CC(C(=O)O)N)N(CCCl)CCCl.Cl. Cell line: RPMI-8226. Synergy scores: CSS=22.9, Synergy_ZIP=-9.26, Synergy_Bliss=-1.87, Synergy_Loewe=-4.56, Synergy_HSA=-3.40.